This data is from Peptide-MHC class I binding affinity with 185,985 pairs from IEDB/IMGT. The task is: Regression. Given a peptide amino acid sequence and an MHC pseudo amino acid sequence, predict their binding affinity value. This is MHC class I binding data. (1) The peptide sequence is QIVRNDPPL. The MHC is H-2-Db with pseudo-sequence H-2-Db. The binding affinity (normalized) is 0.365. (2) The peptide sequence is RVDEIILFK. The MHC is HLA-A03:01 with pseudo-sequence HLA-A03:01. The binding affinity (normalized) is 0.533. (3) The peptide sequence is KSPLGAPM. The MHC is Mamu-A02 with pseudo-sequence Mamu-A02. The binding affinity (normalized) is 0.206. (4) The peptide sequence is WTIGYDTIY. The MHC is HLA-A02:12 with pseudo-sequence HLA-A02:12. The binding affinity (normalized) is 0.0847. (5) The peptide sequence is VMSELFDTL. The MHC is HLA-A31:01 with pseudo-sequence HLA-A31:01. The binding affinity (normalized) is 0.0847. (6) The peptide sequence is ALPVFTWLAL. The MHC is Mamu-A01 with pseudo-sequence Mamu-A01. The binding affinity (normalized) is 0.281. (7) The peptide sequence is EIYKRWII. The MHC is HLA-B08:01 with pseudo-sequence HLA-B08:01. The binding affinity (normalized) is 0.802. (8) The peptide sequence is AYDHGNVIL. The MHC is HLA-A68:02 with pseudo-sequence HLA-A68:02. The binding affinity (normalized) is 0.0847. (9) The peptide sequence is NSLLRHHNL. The MHC is Patr-B0101 with pseudo-sequence Patr-B0101. The binding affinity (normalized) is 0.0580. (10) The peptide sequence is WMRGRGRAL. The MHC is HLA-A02:01 with pseudo-sequence HLA-A02:01. The binding affinity (normalized) is 0.0847.